From a dataset of Catalyst prediction with 721,799 reactions and 888 catalyst types from USPTO. Predict which catalyst facilitates the given reaction. Reactant: [C:1]([NH:4][CH:5]1[CH2:10][CH2:9][NH:8][CH2:7][CH2:6]1)(=[O:3])[CH3:2].[C:11]([O:15][CH2:16][C:17]1[CH:22]=[CH:21][CH:20]=[CH:19][CH:18]=1)(=[O:14])[CH:12]=[CH2:13]. Product: [C:1]([NH:4][CH:5]1[CH2:10][CH2:9][N:8]([CH2:13][CH2:12][C:11]([O:15][CH2:16][C:17]2[CH:22]=[CH:21][CH:20]=[CH:19][CH:18]=2)=[O:14])[CH2:7][CH2:6]1)(=[O:3])[CH3:2]. The catalyst class is: 10.